Dataset: Full USPTO retrosynthesis dataset with 1.9M reactions from patents (1976-2016). Task: Predict the reactants needed to synthesize the given product. (1) Given the product [Cl:23][C:24]1[CH:29]=[CH:28][C:27]([C:30]#[N:31])=[CH:26][C:25]=1[CH2:32][S:33]([NH:36][C:37]1[C:42]([OH:43])=[CH:41][N:40]=[C:39]([Cl:45])[N:38]=1)(=[O:34])=[O:35], predict the reactants needed to synthesize it. The reactants are: ClC1N=NC(NS(CC2C=C(C#N)C=CC=2Cl)(=O)=O)=C(O)C=1.[Cl:23][C:24]1[CH:29]=[CH:28][C:27]([C:30]#[N:31])=[CH:26][C:25]=1[CH2:32][S:33]([NH:36][C:37]1[C:42]([O:43]C)=[CH:41][N:40]=[C:39]([Cl:45])[N:38]=1)(=[O:35])=[O:34].ClC1N=NC(NS(CC2C=C(C#N)C=CC=2Cl)(=O)=O)=C(OC)C=1. (2) The reactants are: NC(N)=S.[C:5]([NH:8][C:9]1[CH:10]=[CH:11][C:12]([F:31])=[C:13]([C@@:15]2([NH:23]C(=O)OC(C)(C)C)[C@:19]([F:22])([CH2:20][OH:21])[CH2:18][O:17][CH2:16]2)[CH:14]=1)(=[O:7])[CH3:6].FC(F)(F)C(O)=O.C(N(CC)CC)C.[C:46]([N:54]=[C:55]=[S:56])(=[O:53])[C:47]1[CH:52]=[CH:51][CH:50]=[CH:49][CH:48]=1. Given the product [C:5]([NH:8][C:9]1[CH:10]=[CH:11][C:12]([F:31])=[C:13]([C@@:15]2([NH:23][C:55]([NH:54][C:46](=[O:53])[C:47]3[CH:52]=[CH:51][CH:50]=[CH:49][CH:48]=3)=[S:56])[C@:19]([F:22])([CH2:20][OH:21])[CH2:18][O:17][CH2:16]2)[CH:14]=1)(=[O:7])[CH3:6], predict the reactants needed to synthesize it.